From a dataset of Full USPTO retrosynthesis dataset with 1.9M reactions from patents (1976-2016). Predict the reactants needed to synthesize the given product. (1) The reactants are: [Cl:1][C:2]1[CH:7]=[CH:6][CH:5]=[CH:4][C:3]=1[N:8]1[C:12]([C:13](O)=[O:14])=[CH:11][C:10]([C:16]([F:19])([F:18])[F:17])=[N:9]1.S(Cl)([Cl:22])=O. Given the product [Cl:1][C:2]1[CH:7]=[CH:6][CH:5]=[CH:4][C:3]=1[N:8]1[C:12]([C:13]([Cl:22])=[O:14])=[CH:11][C:10]([C:16]([F:19])([F:18])[F:17])=[N:9]1, predict the reactants needed to synthesize it. (2) The reactants are: [Br:1][C:2]1[CH:3]=C(N)C(=[C:8]([Br:10])[CH:9]=1)OC.[C:12](=O)(O)[O-:13].[C:16](Cl)(Cl)=[S:17].C(=O)=O.[C:23](#[N:25])[CH3:24]. Given the product [CH3:12][O:13][C:24]1[CH:3]=[C:2]([Br:1])[CH:9]=[C:8]([Br:10])[C:23]=1[N:25]=[C:16]=[S:17], predict the reactants needed to synthesize it. (3) Given the product [Zn:12]([CH2:3][CH2:4][C:5]([F:8])([F:7])[F:6])[CH2:3][CH2:4][C:5]([F:8])([F:7])[F:6], predict the reactants needed to synthesize it. The reactants are: [Mg].Br[CH2:3][CH2:4][C:5]([F:8])([F:7])[F:6].II.[Cl-].[Zn+2:12].[Cl-]. (4) Given the product [OH:15][CH2:14][C:11]([CH3:22])([CH:12]=[CH2:13])[C:10]([N:5]1[C@H:4]([CH:1]([CH3:3])[CH3:2])[CH2:8][O:7][C:6]1=[O:9])=[O:23], predict the reactants needed to synthesize it. The reactants are: [CH:1]([C@@H:4]1[CH2:8][O:7][C:6](=[O:9])[N:5]1[C:10](=[O:23])[C@@:11]([CH3:22])([CH2:14][O:15]CC[Si](C)(C)C)[CH:12]=[CH2:13])([CH3:3])[CH3:2].F[B-](F)(F)F.[Li+]. (5) Given the product [Cl:15][C:9]1[CH:10]=[CH:11][CH:12]=[C:13]2[C:8]=1[O:7][C:6](=[O:16])[C:5]([C:3]1[N:29]=[C:27]([NH:26][C:20]3[CH:21]=[C:22]([CH3:25])[CH:23]=[CH:24][C:19]=3[O:18][CH3:17])[S:28][CH:2]=1)=[CH:14]2, predict the reactants needed to synthesize it. The reactants are: Br[CH2:2][C:3]([C:5]1[C:6](=[O:16])[O:7][C:8]2[C:13]([CH:14]=1)=[CH:12][CH:11]=[CH:10][C:9]=2[Cl:15])=O.[CH3:17][O:18][C:19]1[CH:24]=[CH:23][C:22]([CH3:25])=[CH:21][C:20]=1[NH:26][C:27]([NH2:29])=[S:28]. (6) Given the product [Cl:30][C:2]1[C:11]2[N:12]=[CH:13][S:14][C:10]=2[C:9]2[CH:8]=[CH:7][C:6]([C:15]([O:17][CH3:18])=[O:16])=[CH:5][C:4]=2[N:3]=1, predict the reactants needed to synthesize it. The reactants are: O=[C:2]1[C:11]2[N:12]=[CH:13][S:14][C:10]=2[C:9]2[CH:8]=[CH:7][C:6]([C:15]([O:17][CH3:18])=[O:16])=[CH:5][C:4]=2[NH:3]1.CCN(C(C)C)C(C)C.O=P(Cl)(Cl)[Cl:30].O. (7) The reactants are: C(=[N:14][C:15]1[N:16]=[C:17]2[C:23]([CH3:24])=[CH:22][N:21]([CH2:25][O:26][CH2:27][CH2:28][Si:29]([CH3:32])([CH3:31])[CH3:30])[C:18]2=[N:19][CH:20]=1)(C1C=CC=CC=1)C1C=CC=CC=1.CC([O-])=O.[Na+].NO.Cl. Given the product [CH3:24][C:23]1[C:17]2[C:18](=[N:19][CH:20]=[C:15]([NH2:14])[N:16]=2)[N:21]([CH2:25][O:26][CH2:27][CH2:28][Si:29]([CH3:30])([CH3:32])[CH3:31])[CH:22]=1, predict the reactants needed to synthesize it.